Dataset: Full USPTO retrosynthesis dataset with 1.9M reactions from patents (1976-2016). Task: Predict the reactants needed to synthesize the given product. (1) Given the product [Cl:32][C:5]1[C:6]([C:8]2[C:9](=[O:31])[N:10]([CH:28]([CH3:29])[CH3:30])[C:11]3[C:16]([CH:17]=2)=[CH:15][N:14]=[C:13]([NH:18][CH2:19][C:20]2[CH:21]=[CH:22][C:23]([O:26][CH3:27])=[CH:24][CH:25]=2)[CH:12]=3)=[CH:7][C:2]([NH:1][C:42]([NH:41][C:37]2[CH:38]=[CH:39][CH:40]=[C:35]([F:34])[CH:36]=2)=[O:43])=[C:3]([F:33])[CH:4]=1, predict the reactants needed to synthesize it. The reactants are: [NH2:1][C:2]1[C:3]([F:33])=[CH:4][C:5]([Cl:32])=[C:6]([C:8]2[C:9](=[O:31])[N:10]([CH:28]([CH3:30])[CH3:29])[C:11]3[C:16]([CH:17]=2)=[CH:15][N:14]=[C:13]([NH:18][CH2:19][C:20]2[CH:25]=[CH:24][C:23]([O:26][CH3:27])=[CH:22][CH:21]=2)[CH:12]=3)[CH:7]=1.[F:34][C:35]1[CH:36]=[C:37]([N:41]=[C:42]=[O:43])[CH:38]=[CH:39][CH:40]=1. (2) Given the product [F:13][C:11]([F:14])([F:12])[C:10]([C:8]1[CH:7]=[CH:6][C:5]([OH:38])=[C:4]([CH2:30][CH2:28][CH3:29])[CH:9]=1)([O:19][CH2:33][O:34][CH3:35])[C:15]([F:16])([F:18])[F:17], predict the reactants needed to synthesize it. The reactants are: C([C:4]1[CH:9]=[C:8]([C:10]([OH:19])([C:15]([F:18])([F:17])[F:16])[C:11]([F:14])([F:13])[F:12])[CH:7]=[CH:6][C:5]=1CC([O-])=O)CC.C(N(CC)[CH:28]([CH3:30])[CH3:29])(C)C.[CH3:33][O:34][CH2:35]Cl.C(=O)([O-])[O-:38].[K+].[K+].